From a dataset of Reaction yield outcomes from USPTO patents with 853,638 reactions. Predict the reaction yield, written as a fraction of the theoretical maximum amount of product (1.0 means a 100% yield; for example, 0.34 means a 34% yield). (1) The reactants are [NH2:1][C:2]1[N:3]=[CH:4][C:5]([C:21]2[CH:31]=[CH:30][C:24]([C:25]([N:27]([CH3:29])[CH3:28])=[O:26])=[CH:23][CH:22]=2)=[N:6][C:7]=1[C:8]1[O:9][C:10]([C:13]2[CH:18]=[CH:17][C:16]([CH2:19]Br)=[CH:15][CH:14]=2)=[N:11][N:12]=1.[C:32]([O-:35])(=[O:34])[CH3:33].[K+].Cl. The catalyst is CN(C=O)C. The product is [C:32]([O:35][CH2:19][C:16]1[CH:17]=[CH:18][C:13]([C:10]2[O:9][C:8]([C:7]3[C:2]([NH2:1])=[N:3][CH:4]=[C:5]([C:21]4[CH:22]=[CH:23][C:24]([C:25](=[O:26])[N:27]([CH3:29])[CH3:28])=[CH:30][CH:31]=4)[N:6]=3)=[N:12][N:11]=2)=[CH:14][CH:15]=1)(=[O:34])[CH3:33]. The yield is 0.740. (2) The reactants are Br[CH:2]([C:4]1[NH:13][C:12](=[O:14])[C:11]2[C:6](=[CH:7][CH:8]=[CH:9][CH:10]=2)[N:5]=1)[CH3:3].[CH3:15][O:16][C:17]1[CH:22]=[CH:21][C:20]([S:23]([N:26]2[CH2:31][CH2:30][NH:29][CH2:28][CH2:27]2)(=[O:25])=[O:24])=[CH:19][CH:18]=1. The catalyst is C(#N)C. The product is [CH3:15][O:16][C:17]1[CH:22]=[CH:21][C:20]([S:23]([N:26]2[CH2:31][CH2:30][N:29]([CH:2]([C:4]3[NH:13][C:12](=[O:14])[C:11]4[C:6](=[CH:7][CH:8]=[CH:9][CH:10]=4)[N:5]=3)[CH3:3])[CH2:28][CH2:27]2)(=[O:25])=[O:24])=[CH:19][CH:18]=1. The yield is 0.452.